From a dataset of Reaction yield outcomes from USPTO patents with 853,638 reactions. Predict the reaction yield, written as a fraction of the theoretical maximum amount of product (1.0 means a 100% yield; for example, 0.34 means a 34% yield). (1) The reactants are [Br:1][C:2]1[C:6]([CH2:7]O)=[CH:5][N:4]([C:9]([CH2:12][CH3:13])([CH3:11])[CH3:10])[N:3]=1.C(N(CC)CC)C.CS([Cl:25])(=O)=O. The catalyst is ClCCl.C(OCC)(=O)C. The product is [Br:1][C:2]1[C:6]([CH2:7][Cl:25])=[CH:5][N:4]([C:9]([CH2:12][CH3:13])([CH3:11])[CH3:10])[N:3]=1. The yield is 1.00. (2) The reactants are [CH2:1]([N:5]([CH2:45][CH2:46][CH2:47][CH3:48])[C:6]([C:8]1[N:9]=[C:10]([C:21]2[CH:30]=[CH:29][C:24]([C:25]([O:27][CH3:28])=[O:26])=[CH:23][C:22]=2[C:31]([N:33]2[C@H:42]([CH2:43][OH:44])[CH2:41][C:40]3[C:35](=[CH:36][CH:37]=[CH:38][CH:39]=3)[CH2:34]2)=[O:32])[N:11]([CH2:13]CC2C=CC=CC=2)[CH:12]=1)=[O:7])[CH2:2][CH2:3][CH3:4].C(N(CCCC)C(C1N=C(C2C=CC(C(OC)=O)=CC=2C(O)=O)N(C)C=1)=O)CCC.[Si:79](OC[C@@H]1CC2C(=CC=CC=2)CN1)([C:82]([CH3:85])([CH3:84])[CH3:83])([CH3:81])[CH3:80]. No catalyst specified. The product is [Si:79]([O:44][CH2:43][C@@H:42]1[CH2:41][C:40]2[C:35](=[CH:36][CH:37]=[CH:38][CH:39]=2)[CH2:34][N:33]1[C:31]([C:22]1[CH:23]=[C:24]([CH:29]=[CH:30][C:21]=1[C:10]1[N:11]([CH3:13])[CH:12]=[C:8]([C:6](=[O:7])[N:5]([CH2:45][CH2:46][CH2:47][CH3:48])[CH2:1][CH2:2][CH2:3][CH3:4])[N:9]=1)[C:25]([O:27][CH3:28])=[O:26])=[O:32])([C:82]([CH3:85])([CH3:84])[CH3:83])([CH3:81])[CH3:80]. The yield is 0.870. (3) The reactants are [CH3:1][C:2]1[C:3]([N+:16]([O-:18])=[O:17])=[C:4]([C:10]([N+:13]([O-:15])=[O:14])=[CH:11][CH:12]=1)[C:5]([O:7][CH2:8][CH3:9])=[O:6].C[C:20]([N:22]([CH3:24])[CH3:23])=O. The catalyst is CN(C=O)C. The product is [CH3:20][N:22]([CH3:24])/[CH:23]=[CH:1]/[C:2]1[C:3]([N+:16]([O-:18])=[O:17])=[C:4]([C:10]([N+:13]([O-:15])=[O:14])=[CH:11][CH:12]=1)[C:5]([O:7][CH2:8][CH3:9])=[O:6]. The yield is 0.580. (4) The reactants are C1CO[C:8]2[CH:7]=[CH:6][C:5]([NH:11][C:12]3[C:17]([F:18])=[CH:16][N:15]=[C:14]([NH:19][C:20]4[CH:25]=[CH:24][CH:23]=[C:22](O)[CH:21]=4)[N:13]=3)=[CH:4][C:3]=2[O:2]1.ClC1N=C(NC2C=CC=C(O)C=2)C(F)=CN=1.[S:43]1[C:47]2C=CC=CC=2[C:45](CN)=[CH:44]1. No catalyst specified. The product is [S:43]1[C:44]2[CH:45]=[CH:21][CH:22]=[CH:23][C:24]=2[C:25]([CH2:20][NH:19][C:14]2[N:13]=[C:12]([NH:11][C:5]3[CH:6]=[CH:7][CH:8]=[C:3]([OH:2])[CH:4]=3)[C:17]([F:18])=[CH:16][N:15]=2)=[CH:47]1. The yield is 0.530. (5) The reactants are [NH2:1][CH:2]([C:6]1[CH:11]=[CH:10][C:9]([O:12][CH3:13])=[C:8]([F:14])[CH:7]=1)[C:3]([OH:5])=[O:4].[OH-].[Na+].[C:17]([O:21][C:22](O[C:22]([O:21][C:17]([CH3:20])([CH3:19])[CH3:18])=[O:23])=[O:23])([CH3:20])([CH3:19])[CH3:18]. The catalyst is O1CCOCC1. The product is [C:17]([O:21][C:22]([NH:1][CH:2]([C:6]1[CH:11]=[CH:10][C:9]([O:12][CH3:13])=[C:8]([F:14])[CH:7]=1)[C:3]([OH:5])=[O:4])=[O:23])([CH3:20])([CH3:19])[CH3:18]. The yield is 0.730. (6) The reactants are [C:1](Cl)([C:14]1[CH:19]=[CH:18][CH:17]=[CH:16][CH:15]=1)([C:8]1[CH:13]=[CH:12][CH:11]=[CH:10][CH:9]=1)[C:2]1[CH:7]=[CH:6][CH:5]=[CH:4][CH:3]=1.CCN(CC)CC.[CH2:28]([OH:33])/[CH:29]=[CH:30]\[CH2:31][OH:32].CCCCCC. The catalyst is CN(C1C=CN=CC=1)C.C(Cl)Cl.O. The product is [C:1]([O:32][CH2:31][CH:30]=[CH:29][CH2:28][OH:33])([C:14]1[CH:19]=[CH:18][CH:17]=[CH:16][CH:15]=1)([C:8]1[CH:13]=[CH:12][CH:11]=[CH:10][CH:9]=1)[C:2]1[CH:7]=[CH:6][CH:5]=[CH:4][CH:3]=1. The yield is 0.810. (7) The product is [ClH:24].[ClH:24].[Br:15][C:13]1[CH:12]=[C:8]([CH:7]=[C:6]([NH:5][NH2:1])[CH:14]=1)[C:9]([OH:11])=[O:10]. The catalyst is O.Cl. The reactants are [N:1]([O-])=O.[Na+].[NH2:5][C:6]1[CH:7]=[C:8]([CH:12]=[C:13]([Br:15])[CH:14]=1)[C:9]([OH:11])=[O:10].C(O)(C)C.C(=O)=O.[Sn](Cl)[Cl:24]. The yield is 0.850.